This data is from Reaction yield outcomes from USPTO patents with 853,638 reactions. The task is: Predict the reaction yield, written as a fraction of the theoretical maximum amount of product (1.0 means a 100% yield; for example, 0.34 means a 34% yield). (1) The reactants are C(N1CCN(C2C=CC([NH:20][C:21]3[C:26]([F:27])=[CH:25][N:24]=[C:23](Cl)[N:22]=3)=CC=2)CC1)C1C=CC=CC=1.[CH2:29]1[CH2:39][O:38][C:37]2[CH:36]=[CH:35][C:33]([NH2:34])=[CH:32][C:31]=2[O:30]1. No catalyst specified. The product is [CH2:29]1[CH2:39][O:38][C:37]2[CH:36]=[CH:35][C:33]([NH:34][C:23]3[N:22]=[C:21]([NH2:20])[C:26]([F:27])=[CH:25][N:24]=3)=[CH:32][C:31]=2[O:30]1. The yield is 0.630. (2) The reactants are [CH3:1][S:2][CH2:3][CH2:4][O:5][C:6]1[CH:7]=[N:8][C:9]([NH:12]C(=O)CCCCC)=[N:10][CH:11]=1.C[O-].[Na+]. The catalyst is CO. The product is [CH3:1][S:2][CH2:3][CH2:4][O:5][C:6]1[CH:11]=[N:10][C:9]([NH2:12])=[N:8][CH:7]=1. The yield is 0.590. (3) The reactants are [Cl:1][C:2]1[CH:10]=[CH:9][CH:8]=[C:7]([Cl:11])[C:3]=1[CH:4]=[N:5][OH:6].ClN1C(=O)CCC1=O.[CH3:20][CH:21]([CH2:30][CH3:31])[C:22](=O)[CH2:23][C:24](OCC)=[O:25].[O-]CC.[Na+].[H-].C([Al+]CC(C)C)C(C)C.C1(C)C=CC=CC=1.[C@H](O)(C([O-])=O)[C@@H](O)C([O-])=O.[Na+].[K+]. The catalyst is CN(C)C=O.O1CCCC1.C(=O)=O.ClCCl.CO.C(OCC)(=O)C.CCOCC. The product is [Cl:1][C:2]1[CH:10]=[CH:9][CH:8]=[C:7]([Cl:11])[C:3]=1[C:4]1[C:23]([CH2:24][OH:25])=[C:22]([C@@H:21]([CH3:20])[CH2:30][CH3:31])[O:6][N:5]=1. The yield is 0.0700. (4) The product is [CH:27]1([C:30]([O:26][CH:23]([C:5]2[C:6]3[N:7]4[CH2:14][CH2:13][CH2:12][N:11]([C:15]5[CH:20]=[CH:19][C:18]([O:54][CH3:55])=[CH:17][C:16]=5[Cl:22])[C:8]4=[N:9][C:10]=3[C:2]([Cl:1])=[CH:3][CH:4]=2)[CH2:24][CH3:25])=[O:32])[CH2:29][CH2:28]1. The reactants are [Cl:1][C:2]1[C:10]2[N:9]=[C:8]3[N:11]([C:15]4[CH:20]=[CH:19][C:18](Cl)=[CH:17][C:16]=4[Cl:22])[CH2:12][CH2:13][CH2:14][N:7]3[C:6]=2[C:5]([CH:23]([OH:26])[CH2:24][CH3:25])=[CH:4][CH:3]=1.[CH:27]1([C:30]([OH:32])=O)[CH2:29][CH2:28]1.C(N(CC)CC)C.Cl.C(N=C=NCCCN(C)C)C.[Cl-].[NH4+].[O:54]1CCC[CH2:55]1. The catalyst is CN(C)C1C=CN=CC=1. The yield is 0.430. (5) The reactants are [NH:1]1[CH2:6][CH2:5][O:4][CH2:3][CH2:2]1.CCN(C(C)C)C(C)C.[Cl:16][C:17]1[N:22]=[C:21](Cl)[C:20]([F:24])=[CH:19][N:18]=1. The catalyst is CCO. The product is [Cl:16][C:17]1[N:22]=[C:21]([N:1]2[CH2:6][CH2:5][O:4][CH2:3][CH2:2]2)[C:20]([F:24])=[CH:19][N:18]=1. The yield is 0.850. (6) The reactants are CN.[Br:3][C:4]1[CH:9]=[CH:8][CH:7]=[CH:6][C:5]=1[CH2:10][CH2:11][CH:12]=O.[C:14]([BH3-])#[N:15].[Na+].[OH-].[Na+].[C:20](O[C:20]([O:22][C:23]([CH3:26])([CH3:25])[CH3:24])=[O:21])([O:22][C:23]([CH3:26])([CH3:25])[CH3:24])=[O:21].C(N(CC)CC)C. The catalyst is CO.C(O)(=O)C. The product is [C:23]([O:22][C:20](=[O:21])[N:15]([CH2:12][CH2:11][CH2:10][C:5]1[CH:6]=[CH:7][CH:8]=[CH:9][C:4]=1[Br:3])[CH3:14])([CH3:26])([CH3:25])[CH3:24]. The yield is 0.330. (7) The reactants are Cl.[Cl:2][C:3]1[C:4]([N:9]([C@@H:29]2[CH2:34][CH2:33][CH2:32][NH:31][CH2:30]2)[C:10]([C:12]2[CH:17]=[CH:16][C:15]([C:18]3[CH:19]=[N:20][N:21]([CH3:28])[C:22]=3[C:23]([O:25]CC)=[O:24])=[CH:14][CH:13]=2)=[O:11])=[N:5][CH:6]=[CH:7][CH:8]=1.[OH-].[Na+].O. The catalyst is C1COCC1. The product is [Cl:2][C:3]1[C:4]([N:9]([C@@H:29]2[CH2:34][CH2:33][CH2:32][NH:31][CH2:30]2)[C:10]([C:12]2[CH:13]=[CH:14][C:15]([C:18]3[CH:19]=[N:20][N:21]([CH3:28])[C:22]=3[C:23]([OH:25])=[O:24])=[CH:16][CH:17]=2)=[O:11])=[N:5][CH:6]=[CH:7][CH:8]=1. The yield is 0.970. (8) The reactants are [Cl:1][C:2]1[CH:7]=[CH:6][N:5]=[C:4]2[CH:8]=[CH:9][S:10][C:3]=12.[Li]CCCC.[O:16]1[CH:20]=[CH:19][CH:18]=[C:17]1[C:21](Cl)=[O:22]. The catalyst is C1COCC1. The product is [Cl:1][C:2]1[CH:7]=[CH:6][N:5]=[C:4]2[CH:8]=[C:9]([C:21]([C:17]3[O:16][CH:20]=[CH:19][CH:18]=3)=[O:22])[S:10][C:3]=12. The yield is 0.230. (9) The reactants are Br[C:2]1[CH:10]=[CH:9][C:5]([C:6]([OH:8])=[O:7])=[C:4]([CH3:11])[CH:3]=1.C([Li])CCC.CN([CH:20]=[O:21])C. The catalyst is C1COCC1. The product is [CH:20]([C:2]1[CH:10]=[CH:9][C:5]([C:6]([OH:8])=[O:7])=[C:4]([CH3:11])[CH:3]=1)=[O:21]. The yield is 0.400.